This data is from Catalyst prediction with 721,799 reactions and 888 catalyst types from USPTO. The task is: Predict which catalyst facilitates the given reaction. (1) Reactant: [H-].[Na+].[OH:3][CH2:4][C:5]1([CH3:16])[O:9][C:8]2=[N:10][C:11]([N+:13]([O-:15])=[O:14])=[CH:12][N:7]2[CH2:6]1.Cl[C:18]1[O:19][C:20]2[CH:26]=[CH:25][CH:24]=[CH:23][C:21]=2[N:22]=1. Product: [CH3:16][C:5]1([CH2:4][O:3][C:18]2[O:19][C:20]3[CH:26]=[CH:25][CH:24]=[CH:23][C:21]=3[N:22]=2)[O:9][C:8]2=[N:10][C:11]([N+:13]([O-:15])=[O:14])=[CH:12][N:7]2[CH2:6]1. The catalyst class is: 3. (2) Reactant: Cl[CH2:2][C:3]([NH:5][C:6]1[C:11]([CH3:12])=[CH:10][CH:9]=[CH:8][C:7]=1[CH3:13])=[O:4].[NH:14]1[CH2:19][CH2:18][NH:17][CH2:16][CH2:15]1. Product: [CH3:13][C:7]1[CH:8]=[CH:9][CH:10]=[C:11]([CH3:12])[C:6]=1[NH:5][C:3](=[O:4])[CH2:2][N:14]1[CH2:19][CH2:18][NH:17][CH2:16][CH2:15]1. The catalyst class is: 5. (3) Reactant: [CH3:1][O:2][CH2:3][CH2:4][O:5][CH2:6][CH2:7][O:8][CH2:9][C:10]#[N:11].Cl.[NH2:13][OH:14].CC(C)([O-])C.[K+]. Product: [OH:14][NH:13][C:10](=[NH:11])[CH2:9][O:8][CH2:7][CH2:6][O:5][CH2:4][CH2:3][O:2][CH3:1]. The catalyst class is: 5. (4) Reactant: [NH2:1][C:2]1[C:7]([N+:8]([O-])=O)=[CH:6][N:5]=[C:4]([N:11]2[CH2:16][CH2:15][C@H:14]([CH3:17])[C@H:13]([C:18]([N:20]3[CH2:24][CH2:23][CH2:22][CH2:21]3)=[O:19])[CH2:12]2)[N:3]=1.[H][H]. Product: [NH2:1][C:2]1[C:7]([NH2:8])=[CH:6][N:5]=[C:4]([N:11]2[CH2:16][CH2:15][C@H:14]([CH3:17])[C@H:13]([C:18]([N:20]3[CH2:24][CH2:23][CH2:22][CH2:21]3)=[O:19])[CH2:12]2)[N:3]=1. The catalyst class is: 29.